From a dataset of Full USPTO retrosynthesis dataset with 1.9M reactions from patents (1976-2016). Predict the reactants needed to synthesize the given product. (1) Given the product [CH3:14][C:12]1[O:13][C:9]2[C:10](=[C:5]([C:3]([OH:4])=[O:2])[CH:6]=[CH:7][CH:8]=2)[C:11]=1[CH3:15], predict the reactants needed to synthesize it. The reactants are: C[O:2][C:3]([C:5]1[CH:6]=[CH:7][CH:8]=[C:9]2[O:13][C:12]([CH3:14])=[C:11]([CH3:15])[C:10]=12)=[O:4].[OH-].[Na+]. (2) Given the product [F:20][CH:2]([F:1])[O:3][C:4]1[CH:9]=[CH:8][C:7]([CH:10]([N:16]2[C:31](=[O:30])[C:26]3[C:27](=[CH:33][CH:34]=[CH:35][C:25]=3[NH:24][C:21](=[O:23])[CH3:22])[C:28]2=[O:29])[CH2:11][S:12]([CH3:15])(=[O:14])=[O:13])=[CH:6][C:5]=1[O:17][CH2:18][CH3:19], predict the reactants needed to synthesize it. The reactants are: [F:1][CH:2]([F:20])[O:3][C:4]1[CH:9]=[CH:8][C:7]([CH:10]([NH2:16])[CH2:11][S:12]([CH3:15])(=[O:14])=[O:13])=[CH:6][C:5]=1[O:17][CH2:18][CH3:19].[C:21]([NH:24][C:25]1[CH:35]=[CH:34][CH:33]=[C:27]2[C:28]([O:30][C:31](=O)[C:26]=12)=[O:29])(=[O:23])[CH3:22].C([O-])(=O)C.[Na+]. (3) Given the product [Cl:14][C:15]1[N:16]=[C:17]([CH:4]([C:5]([O:7][CH2:8][CH3:9])=[O:6])[C:3]([O:11][CH2:12][CH3:13])=[O:10])[CH:18]=[C:19]([C:21]([F:24])([F:22])[F:23])[CH:20]=1, predict the reactants needed to synthesize it. The reactants are: [H-].[Na+].[C:3]([O:11][CH2:12][CH3:13])(=[O:10])[CH2:4][C:5]([O:7][CH2:8][CH3:9])=[O:6].[Cl:14][C:15]1[CH:20]=[C:19]([C:21]([F:24])([F:23])[F:22])[CH:18]=[C:17](Cl)[N:16]=1.